From a dataset of Forward reaction prediction with 1.9M reactions from USPTO patents (1976-2016). Predict the product of the given reaction. (1) Given the reactants [Cl:1][C:2]1[C:7]([Cl:8])=[C:6]([O:9][CH3:10])[CH:5]=[CH:4][C:3]=1[CH:11]([CH3:22])[C:12]([C:14]1[CH:15]=[CH:16][C:17](=[O:21])[N:18]([CH3:20])[CH:19]=1)=[O:13].[F:23][C:24]([Si](C)(C)C)([F:26])[F:25].[F-].C[N+](C)(C)C, predict the reaction product. The product is: [Cl:1][C:2]1[C:7]([Cl:8])=[C:6]([O:9][CH3:10])[CH:5]=[CH:4][C:3]=1[CH:11]([CH3:22])[C:12]([C:14]1[CH:15]=[CH:16][C:17](=[O:21])[N:18]([CH3:20])[CH:19]=1)([OH:13])[C:24]([F:26])([F:25])[F:23]. (2) Given the reactants [CH3:1][O:2][CH2:3][N:4]1[C:12]2[C:7](=[CH:8][CH:9]=[CH:10][C:11]=2[N+:13]([O-])=O)[CH:6]=[C:5]1[C:16]1[S:17][C:18]([C:21]([O:23][CH2:24][CH3:25])=[O:22])=[CH:19][N:20]=1.O1CCCC1.O.NN, predict the reaction product. The product is: [NH2:13][C:11]1[CH:10]=[CH:9][CH:8]=[C:7]2[C:12]=1[N:4]([CH2:3][O:2][CH3:1])[C:5]([C:16]1[S:17][C:18]([C:21]([O:23][CH2:24][CH3:25])=[O:22])=[CH:19][N:20]=1)=[CH:6]2. (3) Given the reactants C(Cl)(=O)C(Cl)=O.CS(C)=O.[CH2:11]([C:13]1[S:42][C:16]2[N:17]([CH2:27][C:28]3[CH:33]=[CH:32][C:31]([C:34]4[C:35]([C:40]#[N:41])=[CH:36][CH:37]=[CH:38][CH:39]=4)=[CH:30][CH:29]=3)[C:18](=[O:26])[N:19]([CH:22]([CH3:25])[CH2:23][OH:24])[C:20](=[O:21])[C:15]=2[CH:14]=1)[CH3:12].C(N(CC)CC)C, predict the reaction product. The product is: [CH2:11]([C:13]1[S:42][C:16]2[N:17]([CH2:27][C:28]3[CH:33]=[CH:32][C:31]([C:34]4[C:35]([C:40]#[N:41])=[CH:36][CH:37]=[CH:38][CH:39]=4)=[CH:30][CH:29]=3)[C:18](=[O:26])[N:19]([CH:22]([CH3:25])[CH:23]=[O:24])[C:20](=[O:21])[C:15]=2[CH:14]=1)[CH3:12]. (4) Given the reactants C(=O)([O-])[O-].[Cs+].[Cs+].CC1(C)C2C(=C(P(C3C=CC=CC=3)C3C=CC=CC=3)C=CC=2)OC2C(P(C3C=CC=CC=3)C3C=CC=CC=3)=CC=CC1=2.[C:49]1([C:55]2([C:69]3[CH:74]=[CH:73][CH:72]=[CH:71][CH:70]=3)[C:68]3[CH:67]=[CH:66][CH:65]=[CH:64][C:63]=3[NH:62][C:61]3[C:56]2=[CH:57][CH:58]=[CH:59][CH:60]=3)[CH:54]=[CH:53][CH:52]=[CH:51][CH:50]=1.Br[C:76]1[CH:77]=[CH:78][C:79]2[N:80]([C:89]3[CH:94]=[CH:93][CH:92]=[CH:91][CH:90]=3)[C:81]3[C:86]([C:87]=2[CH:88]=1)=[CH:85][CH:84]=[CH:83][CH:82]=3, predict the reaction product. The product is: [C:69]1([C:55]2([C:49]3[CH:50]=[CH:51][CH:52]=[CH:53][CH:54]=3)[C:56]3[CH:57]=[CH:58][CH:59]=[CH:60][C:61]=3[N:62]([C:84]3[CH:83]=[CH:82][C:81]4[N:80]([C:89]5[CH:94]=[CH:93][CH:92]=[CH:91][CH:90]=5)[C:79]5[C:87]([C:86]=4[CH:85]=3)=[CH:88][CH:76]=[CH:77][CH:78]=5)[C:63]3[C:68]2=[CH:67][CH:66]=[CH:65][CH:64]=3)[CH:70]=[CH:71][CH:72]=[CH:73][CH:74]=1.